This data is from Reaction yield outcomes from USPTO patents with 853,638 reactions. The task is: Predict the reaction yield, written as a fraction of the theoretical maximum amount of product (1.0 means a 100% yield; for example, 0.34 means a 34% yield). (1) The reactants are [Br:1][C:2]1[CH:7]=[CH:6][C:5]([C:8](=O)[CH2:9][CH2:10][CH2:11][NH:12]C(=O)OC(C)(C)C)=[CH:4][CH:3]=1.[OH-].[Na+]. The catalyst is C(O)(C(F)(F)F)=O. The product is [Br:1][C:2]1[CH:7]=[CH:6][C:5]([C:8]2[CH2:9][CH2:10][CH2:11][N:12]=2)=[CH:4][CH:3]=1. The yield is 0.800. (2) The reactants are [CH3:1][N:2]([C:9]1[N:14]=[CH:13][N:12]=[C:11]([NH:15][C:16]2[CH:17]=[C:18]([NH:22]C(=O)OC(C)(C)C)[CH:19]=[CH:20][CH:21]=2)[CH:10]=1)[C:3]1[CH:8]=[CH:7][CH:6]=[CH:5][CH:4]=1. The catalyst is C(O)(C(F)(F)F)=O. The product is [CH3:1][N:2]([C:9]1[N:14]=[CH:13][N:12]=[C:11]([NH:15][C:16]2[CH:17]=[C:18]([NH2:22])[CH:19]=[CH:20][CH:21]=2)[CH:10]=1)[C:3]1[CH:8]=[CH:7][CH:6]=[CH:5][CH:4]=1. The yield is 0.750.